This data is from Catalyst prediction with 721,799 reactions and 888 catalyst types from USPTO. The task is: Predict which catalyst facilitates the given reaction. (1) Reactant: [C:1]([O:4][C@H:5]1[CH2:10][CH2:9][C@@:8]([C@H:12]2[CH2:20][CH2:19][C@@:18]3([CH3:21])[C@@H:14]([CH2:15][CH2:16][C@@:17]3([OH:28])[C:22]3[CH:27]=[CH:26][CH:25]=[CH:24][N:23]=3)[C@@H:13]2[CH2:29][OH:30])([CH3:11])[C@@H:7]([CH2:31][OH:32])[CH2:6]1)(=[O:3])[CH3:2].[CH3:33][C:34](OC(C)=O)=[O:35]. Product: [C:34]([O:32][CH2:31][C@H:7]1[CH2:6][C@@H:5]([O:4][C:1](=[O:3])[CH3:2])[CH2:10][CH2:9][C@@:8]1([C@H:12]1[CH2:20][CH2:19][C@@:18]2([CH3:21])[C@@H:14]([CH2:15][CH2:16][C@@:17]2([OH:28])[C:22]2[CH:27]=[CH:26][CH:25]=[CH:24][N:23]=2)[C@@H:13]1[CH2:29][OH:30])[CH3:11])(=[O:35])[CH3:33]. The catalyst class is: 377. (2) The catalyst class is: 1. Reactant: C[O:2][C:3](=O)[CH:4]([NH2:18])[C:5]1[CH:10]=[CH:9][CH:8]=[C:7]([NH:11][CH:12]2[CH2:17][CH2:16][CH2:15][CH2:14][CH2:13]2)[CH:6]=1.[Cl-].[Li+].[BH4-].[Na+].CCO. Product: [NH2:18][CH:4]([C:5]1[CH:10]=[CH:9][CH:8]=[C:7]([NH:11][CH:12]2[CH2:17][CH2:16][CH2:15][CH2:14][CH2:13]2)[CH:6]=1)[CH2:3][OH:2]. (3) Reactant: Br[C:2]1[CH:3]=[C:4]([C:12]2[N:13]=[C:14]3[CH:19]=[CH:18][C:17]([O:20][CH2:21][CH3:22])=[N:16][N:15]3[CH:23]=2)[CH:5]=[CH:6][C:7]=1[C:8]([F:11])([F:10])[F:9].[Br-].[N:25]1[CH:30]=[CH:29][CH:28]=[CH:27][C:26]=1[Zn+]. Product: [CH2:21]([O:20][C:17]1[CH:18]=[CH:19][C:14]2[N:15]([CH:23]=[C:12]([C:4]3[CH:5]=[CH:6][C:7]([C:8]([F:11])([F:10])[F:9])=[C:2]([C:26]4[CH:27]=[CH:28][CH:29]=[CH:30][N:25]=4)[CH:3]=3)[N:13]=2)[N:16]=1)[CH3:22]. The catalyst class is: 450. (4) Reactant: [Na+].[I-:2].C1C(=O)N(Cl)C(=O)C1.[CH2:11]([O:13][C:14]([C:16]1[NH:17][C:18]2[C:23]([CH:24]=1)=[CH:22][CH:21]=[C:20]([C:25]1[CH:30]=[CH:29][C:28]([C:31]([CH3:34])([CH3:33])[CH3:32])=[CH:27][CH:26]=1)[CH:19]=2)=[O:15])[CH3:12].[O-]S([O-])(=S)=O.[Na+].[Na+]. Product: [CH2:11]([O:13][C:14]([C:16]1[NH:17][C:18]2[C:23]([C:24]=1[I:2])=[CH:22][CH:21]=[C:20]([C:25]1[CH:26]=[CH:27][C:28]([C:31]([CH3:33])([CH3:32])[CH3:34])=[CH:29][CH:30]=1)[CH:19]=2)=[O:15])[CH3:12]. The catalyst class is: 21.